This data is from Reaction yield outcomes from USPTO patents with 853,638 reactions. The task is: Predict the reaction yield, written as a fraction of the theoretical maximum amount of product (1.0 means a 100% yield; for example, 0.34 means a 34% yield). (1) The reactants are [CH2:1]([O:8][N:9]1[C:15](=[O:16])[N:14]2[CH2:17][C@H:10]1[CH2:11][CH2:12][C@H:13]2[C:18]([OH:20])=O)[C:2]1[CH:7]=[CH:6][CH:5]=[CH:4][CH:3]=1.[NH2:21][O:22][CH2:23][CH:24]1[CH2:29][CH2:28][CH2:27][N:26]([C:30]([O:32][C:33]([CH3:36])([CH3:35])[CH3:34])=[O:31])[CH2:25]1.ON1C2C=CC=CC=2N=N1.Cl.C(N=C=NCCCN(C)C)C. The catalyst is C(Cl)Cl. The product is [CH2:1]([O:8][N:9]1[C:15](=[O:16])[N:14]2[CH2:17][C@H:10]1[CH2:11][CH2:12][C@H:13]2[C:18]([NH:21][O:22][CH2:23][CH:24]1[CH2:29][CH2:28][CH2:27][N:26]([C:30]([O:32][C:33]([CH3:36])([CH3:35])[CH3:34])=[O:31])[CH2:25]1)=[O:20])[C:2]1[CH:3]=[CH:4][CH:5]=[CH:6][CH:7]=1. The yield is 0.840. (2) The reactants are Cl.[NH:2]1[CH2:5][CH:4]([O:6][C:7]2[N:12]=[CH:11][C:10]([F:13])=[CH:9][N:8]=2)[CH2:3]1.C(N(C(C)C)CC)(C)C.[Cl:23][C:24]1[CH:29]=[C:28]([Cl:30])[CH:27]=[CH:26][C:25]=1[CH2:31][N:32]=[C:33]=[O:34]. No catalyst specified. The product is [Cl:23][C:24]1[CH:29]=[C:28]([Cl:30])[CH:27]=[CH:26][C:25]=1[CH2:31][NH:32][C:33]([N:2]1[CH2:3][CH:4]([O:6][C:7]2[N:8]=[CH:9][C:10]([F:13])=[CH:11][N:12]=2)[CH2:5]1)=[O:34]. The yield is 0.133. (3) The reactants are [CH3:1][O:2][C:3]1[CH:4]=[C:5]2[C:10](=[CH:11][C:12]=1[O:13][CH3:14])[N:9]=[CH:8][CH:7]=[C:6]2[OH:15].C(Cl)Cl.N1C(C)=CC=CC=1C.[F:27][C:28]([F:34])([F:33])[S:29](Cl)(=[O:31])=[O:30]. The catalyst is CN(C)C1C=CN=CC=1.O. The product is [CH3:1][O:2][C:3]1[CH:4]=[C:5]2[C:10](=[CH:11][C:12]=1[O:13][CH3:14])[N:9]=[CH:8][CH:7]=[C:6]2[O:15][S:29]([C:28]([F:34])([F:33])[F:27])(=[O:31])=[O:30]. The yield is 0.800. (4) The yield is 0.810. No catalyst specified. The reactants are [Cl:1][C:2]1[CH:3]=[C:4]([C:13]2[CH:17]=[CH:16][S:15][CH:14]=2)[C:5]2[O:9][CH:8]([CH2:10][NH2:11])[CH2:7][C:6]=2[CH:12]=1.Cl[C:19]([O:21][CH2:22][C:23]1[CH:28]=[CH:27][CH:26]=[CH:25][CH:24]=1)=[O:20].C(N(C(C)C)CC)(C)C.C(OC(=O)NCC1CC2C=CC=C(C3CCCC3)C=2O1)C1C=CC=CC=1. The product is [CH2:22]([O:21][C:19](=[O:20])[NH:11][CH2:10][CH:8]1[CH2:7][C:6]2[CH:12]=[C:2]([Cl:1])[CH:3]=[C:4]([C:13]3[CH:17]=[CH:16][S:15][CH:14]=3)[C:5]=2[O:9]1)[C:23]1[CH:28]=[CH:27][CH:26]=[CH:25][CH:24]=1.